From a dataset of Full USPTO retrosynthesis dataset with 1.9M reactions from patents (1976-2016). Predict the reactants needed to synthesize the given product. Given the product [CH2:11]([O:10][C:3](=[O:9])[C:4]([CH2:13][C:14]1[C:15]([CH2:23][CH2:24][N:25]([CH2:29][CH2:30][CH3:31])[CH2:26][CH2:27][CH3:28])=[CH:16][CH:17]=[CH:18][C:19]=1[N+:20]([O-:22])=[O:21])=[O:6])[CH3:12], predict the reactants needed to synthesize it. The reactants are: [H-].[Na+].[C:3]([O:10][CH2:11][CH3:12])(=[O:9])[C:4]([O:6]CC)=O.[CH3:13][C:14]1[C:19]([N+:20]([O-:22])=[O:21])=[CH:18][CH:17]=[CH:16][C:15]=1[CH2:23][CH2:24][N:25]([CH2:29][CH2:30][CH3:31])[CH2:26][CH2:27][CH3:28].